From a dataset of Catalyst prediction with 721,799 reactions and 888 catalyst types from USPTO. Predict which catalyst facilitates the given reaction. (1) Reactant: FC(F)(F)[C:3](OC(=O)C(F)(F)F)=[O:4].CN(C)C=O.[Br:19][C:20]1[N:21]=[C:22]2[CH:29]=[CH:28][N:27]([CH2:30][O:31][CH2:32][CH2:33][Si:34]([CH3:37])([CH3:36])[CH3:35])[C:23]2=[N:24][C:25]=1[CH3:26]. Product: [Br:19][C:20]1[N:21]=[C:22]2[C:29]([CH:3]=[O:4])=[CH:28][N:27]([CH2:30][O:31][CH2:32][CH2:33][Si:34]([CH3:36])([CH3:35])[CH3:37])[C:23]2=[N:24][C:25]=1[CH3:26]. The catalyst class is: 4. (2) Reactant: [CH3:1][N:2]1[C:13](=[O:14])[C@H:12]([CH2:15][C:16]([O:18]C(C)(C)C)=[O:17])[CH2:11][CH:10]=[CH:9][CH2:8][CH2:7][C:6](=[O:23])[O:5][C@H:4]([C:24]2[CH:29]=[CH:28][CH:27]=[CH:26][CH:25]=2)[CH2:3]1.FC(F)(F)C(O)=O. Product: [CH3:1][N:2]1[C:13](=[O:14])[C@H:12]([CH2:15][C:16]([OH:18])=[O:17])[CH2:11][CH:10]=[CH:9][CH2:8][CH2:7][C:6](=[O:23])[O:5][C@H:4]([C:24]2[CH:25]=[CH:26][CH:27]=[CH:28][CH:29]=2)[CH2:3]1. The catalyst class is: 2. (3) Reactant: [O:1]1[C:5]2[CH:6]=[CH:7][C:8]([C:10]3[CH2:15][CH2:14][C:13](=O)[CH2:12][CH:11]=3)=[CH:9][C:4]=2[O:3][CH2:2]1.[C:17]([O:21][C:22](=[O:28])[NH:23][CH:24]1[CH2:27][NH:26][CH2:25]1)([CH3:20])([CH3:19])[CH3:18].[BH-](OC(C)=O)(OC(C)=O)OC(C)=O.[Na+]. Product: [C:17]([O:21][C:22](=[O:28])[NH:23][CH:24]1[CH2:27][N:26]([CH:13]2[CH2:14][CH2:15][C:10]([C:8]3[CH:7]=[CH:6][C:5]4[O:1][CH2:2][O:3][C:4]=4[CH:9]=3)=[CH:11][CH2:12]2)[CH2:25]1)([CH3:20])([CH3:18])[CH3:19]. The catalyst class is: 2. (4) Reactant: [Cl:1][CH2:2][CH2:3][N:4]([CH2:30][C:31]([F:34])([F:33])[CH3:32])[C:5]([C:7]1[C:11]([O:12]C(=O)C)=[C:10]([C:16]2[CH:21]=[CH:20][C:19]([Cl:22])=[CH:18][CH:17]=2)[N:9]([C:23]2[CH:28]=[CH:27][CH:26]=[CH:25][C:24]=2[Cl:29])[N:8]=1)=[O:6].C([O-])([O-])=O.[K+].[K+].Cl. Product: [Cl:1][CH2:2][CH2:3][N:4]([CH2:30][C:31]([F:34])([F:33])[CH3:32])[C:5]([C:7]1[C:11]([OH:12])=[C:10]([C:16]2[CH:17]=[CH:18][C:19]([Cl:22])=[CH:20][CH:21]=2)[N:9]([C:23]2[CH:28]=[CH:27][CH:26]=[CH:25][C:24]=2[Cl:29])[N:8]=1)=[O:6]. The catalyst class is: 5. (5) Reactant: [NH2:1][S:2]([C:5]1[CH:6]=[C:7]([C:11]2[CH:12]=[C:13]3[C:18](=[CH:19][CH:20]=2)[O:17][C@H:16]([CH2:21][N:22]([CH2:30][C@H:31]([O:38][Si:39]([C:42]([CH3:45])([CH3:44])[CH3:43])([CH3:41])[CH3:40])[C:32]2[CH:33]=[N:34][CH:35]=[CH:36][CH:37]=2)[C:23](=[O:29])[O:24][C:25]([CH3:28])([CH3:27])[CH3:26])[CH2:15][CH2:14]3)[CH:8]=[CH:9][CH:10]=1)(=[O:4])=[O:3].[CH3:46][O:47][CH2:48][C:49](O)=[O:50].CCN=C=NCCCN(C)C.Cl. Product: [Si:39]([O:38][C@H:31]([C:32]1[CH:33]=[N:34][CH:35]=[CH:36][CH:37]=1)[CH2:30][N:22]([CH2:21][C@@H:16]1[CH2:15][CH2:14][C:13]2[C:18](=[CH:19][CH:20]=[C:11]([C:7]3[CH:8]=[CH:9][CH:10]=[C:5]([S:2]([NH:1][C:49](=[O:50])[CH2:48][O:47][CH3:46])(=[O:4])=[O:3])[CH:6]=3)[CH:12]=2)[O:17]1)[C:23](=[O:29])[O:24][C:25]([CH3:26])([CH3:27])[CH3:28])([C:42]([CH3:45])([CH3:44])[CH3:43])([CH3:40])[CH3:41]. The catalyst class is: 79. (6) Reactant: [Br:1][C:2]1[CH:3]=[CH:4][C:5]([C:8](O)=[O:9])=[N:6][CH:7]=1.B.CSC. Product: [Br:1][C:2]1[CH:3]=[CH:4][C:5]([CH2:8][OH:9])=[N:6][CH:7]=1. The catalyst class is: 1.